The task is: Predict the reaction yield, written as a fraction of the theoretical maximum amount of product (1.0 means a 100% yield; for example, 0.34 means a 34% yield).. This data is from Reaction yield outcomes from USPTO patents with 853,638 reactions. The reactants are [CH3:1][O:2][C:3]([C:5]1[S:6][C:7]([C:11]2[CH:16]=[CH:15][CH:14]=[CH:13][CH:12]=2)=[CH:8][C:9]=1[NH2:10])=[O:4].[CH:17](I)([CH3:19])[CH3:18].[H-].[Na+]. The catalyst is CN(C=O)C. The product is [CH3:1][O:2][C:3]([C:5]1[S:6][C:7]([C:11]2[CH:16]=[CH:15][CH:14]=[CH:13][CH:12]=2)=[CH:8][C:9]=1[NH:10][CH:17]([CH3:19])[CH3:18])=[O:4]. The yield is 0.320.